This data is from Reaction yield outcomes from USPTO patents with 853,638 reactions. The task is: Predict the reaction yield, written as a fraction of the theoretical maximum amount of product (1.0 means a 100% yield; for example, 0.34 means a 34% yield). (1) The reactants are [C:1]([O:5][C:6](=[O:9])[CH2:7][NH2:8])([CH3:4])([CH3:3])[CH3:2].[CH3:10][C:11]([CH3:16])([CH3:15])[CH2:12][CH:13]=O. The catalyst is C(Cl)Cl. The product is [C:1]([O:5][C:6](=[O:9])[CH2:7]/[N:8]=[CH:13]/[CH2:12][C:11]([CH3:16])([CH3:15])[CH3:10])([CH3:4])([CH3:3])[CH3:2]. The yield is 1.00. (2) The reactants are [N+:1]([C:4]1[CH:13]=[C:12]2[C:7]([CH2:8][CH2:9][CH2:10][NH:11]2)=[CH:6][CH:5]=1)([O-:3])=[O:2].[C:14](OC(=O)C)(=[O:16])[CH3:15]. The catalyst is N1C=CC=CC=1. The product is [N+:1]([C:4]1[CH:13]=[C:12]2[C:7]([CH2:8][CH2:9][CH2:10][N:11]2[C:14](=[O:16])[CH3:15])=[CH:6][CH:5]=1)([O-:3])=[O:2]. The yield is 0.810. (3) The reactants are [CH3:1][N:2]([CH2:20][C:21]([O:23]C(C)(C)C)=[O:22])[C:3]1[CH:8]=[N:7][CH:6]=[C:5]([C:9]2[S:10][C:11]3[CH:19]=[CH:18][CH:17]=[CH:16][C:12]=3[C:13](=[O:15])[N:14]=2)[N:4]=1.C(OC(C)C)(C)C. The catalyst is FC(F)(F)C(O)=O. The product is [CH3:1][N:2]([CH2:20][C:21]([OH:23])=[O:22])[C:3]1[CH:8]=[N:7][CH:6]=[C:5]([C:9]2[S:10][C:11]3[CH:19]=[CH:18][CH:17]=[CH:16][C:12]=3[C:13](=[O:15])[N:14]=2)[N:4]=1. The yield is 0.870. (4) The reactants are [C:1]([C:3]1([NH:7][C:8]2[CH:13]=[CH:12][C:11]([CH2:14][CH2:15][CH2:16][C:17]([NH:19][CH3:20])=[O:18])=[C:10]([F:21])[CH:9]=2)[CH2:6][CH2:5][CH2:4]1)#N.[N:22]([C:25]1[CH:32]=[CH:31][C:28]([C:29]#[N:30])=[C:27]([C:33]([F:36])([F:35])[F:34])[CH:26]=1)=[C:23]=[S:24].C[OH:38].Cl. The catalyst is CN(C=O)C.O. The product is [C:29]([C:28]1[CH:31]=[CH:32][C:25]([N:22]2[C:1](=[O:38])[C:3]3([CH2:6][CH2:5][CH2:4]3)[N:7]([C:8]3[CH:13]=[CH:12][C:11]([CH2:14][CH2:15][CH2:16][C:17]([NH:19][CH3:20])=[O:18])=[C:10]([F:21])[CH:9]=3)[C:23]2=[S:24])=[CH:26][C:27]=1[C:33]([F:34])([F:36])[F:35])#[N:30]. The yield is 0.620. (5) The reactants are [C:1]([NH:4][C:5]1[CH:10]=[CH:9][C:8]([C:11](=[O:14])[CH2:12]Br)=[CH:7][CH:6]=1)(=[O:3])[CH3:2].C([O-])=[O:16].[K+].C(=O)(O)[O-].[Na+]. The catalyst is CCO. The product is [C:1]([NH:4][C:5]1[CH:10]=[CH:9][C:8]([C:11](=[O:14])[CH2:12][OH:16])=[CH:7][CH:6]=1)(=[O:3])[CH3:2]. The yield is 0.950. (6) The reactants are [C:1]([O:4][CH:5]1[C:6]([OH:45])([CH3:44])[CH2:7][CH2:8][CH:9]([O:36][Si:37]([CH2:42][CH3:43])([CH2:40][CH3:41])[CH2:38][CH3:39])[CH2:10][C:11]([O:13][CH:14](/[C:19](/[CH3:35])=[CH:20]/[CH:21]=[CH:22]/[CH:23]([CH3:34])[CH2:24][CH:25]2[O:33][CH:26]2[CH:27]([CH3:32])[CH:28]([OH:31])[CH2:29][CH3:30])[CH:15]([CH3:18])[CH:16]=[CH:17]1)=[O:12])(=[O:3])[CH3:2].C(N(CC)CC)C.[C:53]1([N:59]=[C:60]=[O:61])[CH:58]=[CH:57][CH:56]=[CH:55][CH:54]=1. The catalyst is C(Cl)Cl.C(OCC)(=O)C.C(N(CC)CC)C. The product is [C:1]([O:4][CH:5]1[C:6]([OH:45])([CH3:44])[CH2:7][CH2:8][CH:9]([O:36][Si:37]([CH2:42][CH3:43])([CH2:38][CH3:39])[CH2:40][CH3:41])[CH2:10][C:11]([O:13][CH:14](/[C:19](/[CH3:35])=[CH:20]/[CH:21]=[CH:22]/[CH:23]([CH3:34])[CH2:24][CH:25]2[O:33][CH:26]2[CH:27]([CH3:32])[CH:28]([O:31][C:60](=[O:61])[NH:59][C:53]2[CH:58]=[CH:57][CH:56]=[CH:55][CH:54]=2)[CH2:29][CH3:30])[CH:15]([CH3:18])[CH:16]=[CH:17]1)=[O:12])(=[O:3])[CH3:2]. The yield is 0.456. (7) The reactants are [F:1][C:2]1[CH:7]=[CH:6][C:5]([CH2:8][CH2:9][CH3:10])=[CH:4][C:3]=1[C:11]1[N:16]=[C:15]([C:17]([O:19]C)=[O:18])[CH:14]=[CH:13][CH:12]=1.[OH-].[Li+]. The catalyst is C1COCC1. The product is [F:1][C:2]1[CH:7]=[CH:6][C:5]([CH2:8][CH2:9][CH3:10])=[CH:4][C:3]=1[C:11]1[N:16]=[C:15]([C:17]([OH:19])=[O:18])[CH:14]=[CH:13][CH:12]=1. The yield is 0.350. (8) The reactants are C([N:8]1[CH2:12][CH2:11][C@:10]([NH:15][C:16](=[O:22])[O:17][C:18]([CH3:21])([CH3:20])[CH3:19])([CH2:13][OH:14])[CH2:9]1)C1C=CC=CC=1.C([O-])=O.[NH4+]. The catalyst is [Pd].CO. The product is [OH:14][CH2:13][C@@:10]1([NH:15][C:16](=[O:22])[O:17][C:18]([CH3:20])([CH3:19])[CH3:21])[CH2:11][CH2:12][NH:8][CH2:9]1. The yield is 0.950.